From a dataset of Kir2.1 potassium channel HTS with 301,493 compounds. Binary Classification. Given a drug SMILES string, predict its activity (active/inactive) in a high-throughput screening assay against a specified biological target. (1) The molecule is s1c(nc(c2cc(c(O)cc2)C(=O)N)c1)NCC=C. The result is 0 (inactive). (2) The compound is Clc1c(cc(S(=O)(=O)N(CC)CC)cc1)C(=O)Nc1c([N+]([O-])=O)cc(Cl)cc1. The result is 0 (inactive).